Dataset: NCI-60 drug combinations with 297,098 pairs across 59 cell lines. Task: Regression. Given two drug SMILES strings and cell line genomic features, predict the synergy score measuring deviation from expected non-interaction effect. (1) Drug 1: CN(C)C1=NC(=NC(=N1)N(C)C)N(C)C. Drug 2: CC1=C(C(=CC=C1)Cl)NC(=O)C2=CN=C(S2)NC3=CC(=NC(=N3)C)N4CCN(CC4)CCO. Cell line: SNB-19. Synergy scores: CSS=2.13, Synergy_ZIP=-1.97, Synergy_Bliss=-1.83, Synergy_Loewe=-16.6, Synergy_HSA=-3.64. (2) Drug 1: C1=CC(=CC=C1CCCC(=O)O)N(CCCl)CCCl. Drug 2: C1=CC=C(C(=C1)C(C2=CC=C(C=C2)Cl)C(Cl)Cl)Cl. Cell line: OVCAR-5. Synergy scores: CSS=10.5, Synergy_ZIP=-5.90, Synergy_Bliss=-2.04, Synergy_Loewe=-8.55, Synergy_HSA=-1.86. (3) Drug 1: C1=CC=C(C(=C1)C(C2=CC=C(C=C2)Cl)C(Cl)Cl)Cl. Drug 2: CC12CCC3C(C1CCC2OP(=O)(O)O)CCC4=C3C=CC(=C4)OC(=O)N(CCCl)CCCl.[Na+]. Cell line: SK-OV-3. Synergy scores: CSS=-3.43, Synergy_ZIP=3.73, Synergy_Bliss=4.56, Synergy_Loewe=-2.67, Synergy_HSA=-1.97.